Dataset: Reaction yield outcomes from USPTO patents with 853,638 reactions. Task: Predict the reaction yield, written as a fraction of the theoretical maximum amount of product (1.0 means a 100% yield; for example, 0.34 means a 34% yield). (1) The reactants are [Br:1][C:2]1[N:3]=[C:4]([O:22]C)[C:5]([NH:8][S:9]([C:12]2[CH:13]=[C:14]([CH:19]=[CH:20][CH:21]=2)[C:15]([O:17]C)=[O:16])(=[O:11])=[O:10])=[N:6][CH:7]=1.B(Br)(Br)Br. The catalyst is C(Cl)Cl. The product is [Br:1][C:2]1[N:3]=[C:4]([OH:22])[C:5]([NH:8][S:9]([C:12]2[CH:13]=[C:14]([CH:19]=[CH:20][CH:21]=2)[C:15]([OH:17])=[O:16])(=[O:11])=[O:10])=[N:6][CH:7]=1. The yield is 0.490. (2) The reactants are [Cl:1][C:2]1[CH:7]=[CH:6][C:5]([CH:8]2[CH2:10][CH:9]2[NH:11]C(=O)OC(C)(C)C)=[CH:4][CH:3]=1.Cl.O1CCOCC1. The catalyst is ClCCl. The product is [ClH:1].[Cl:1][C:2]1[CH:3]=[CH:4][C:5]([CH:8]2[CH2:10][CH:9]2[NH2:11])=[CH:6][CH:7]=1. The yield is 0.990. (3) The reactants are C[O:2][C:3]1[CH:8]=[CH:7][C:6]([N:9]([CH3:23])[C:10]2[CH:15]=[CH:14][CH:13]=[C:12]([N:16]3[CH2:21][CH2:20][N:19]([CH3:22])[CH2:18][CH2:17]3)[CH:11]=2)=[CH:5][CH:4]=1.B(Br)(Br)Br. The yield is 0.390. The catalyst is C(Cl)Cl. The product is [CH3:23][N:9]([C:10]1[CH:15]=[CH:14][CH:13]=[C:12]([N:16]2[CH2:17][CH2:18][N:19]([CH3:22])[CH2:20][CH2:21]2)[CH:11]=1)[C:6]1[CH:5]=[CH:4][C:3]([OH:2])=[CH:8][CH:7]=1. (4) The reactants are C(O[C:4](=O)[O:5][C:6]1[C:15]2[C:16](=[O:29])[N:17]([CH2:20][CH2:21][C:22]3[CH:27]=[CH:26][C:25]([F:28])=[CH:24][CH:23]=3)[C:18](=[O:19])[C:14]=2[C:13]([O:30][CH:31]([C:38]2[CH:43]=[CH:42][CH:41]=[CH:40][CH:39]=2)[C:32]2[CH:37]=[CH:36][CH:35]=[CH:34][CH:33]=2)=[C:12]2[C:7]=1[CH:8]=[CH:9][CH:10]=[N:11]2)C.O.C(=O)([O-])[O-].[K+].[K+].IC. The catalyst is O1CCCC1.C(OCC)(=O)C. The product is [CH:31]([O:30][C:13]1[C:14]2[C:18](=[O:19])[N:17]([CH2:20][CH2:21][C:22]3[CH:23]=[CH:24][C:25]([F:28])=[CH:26][CH:27]=3)[C:16](=[O:29])[C:15]=2[C:6]([O:5][CH3:4])=[C:7]2[C:12]=1[N:11]=[CH:10][CH:9]=[CH:8]2)([C:32]1[CH:37]=[CH:36][CH:35]=[CH:34][CH:33]=1)[C:38]1[CH:43]=[CH:42][CH:41]=[CH:40][CH:39]=1. The yield is 1.00. (5) The reactants are [CH2:1]([O:8][C:9](=[O:14])[NH:10][CH2:11][CH2:12][OH:13])[C:2]1[CH:7]=[CH:6][CH:5]=[CH:4][CH:3]=1.C(N(CC)C(C)C)(C)C. The catalyst is ClCCl.CS(C)=O. The product is [CH2:1]([O:8][C:9](=[O:14])[NH:10][CH2:11][CH:12]=[O:13])[C:2]1[CH:7]=[CH:6][CH:5]=[CH:4][CH:3]=1. The yield is 0.820. (6) The reactants are [OH:1][CH2:2][CH2:3][CH2:4][CH2:5][C:6]1[CH:25]=[CH:24][C:9]([CH2:10][NH:11][C:12]2[O:13][C:14]3[C:19]([C:20](=[O:23])[C:21]=2[CH3:22])=[CH:18][CH:17]=[CH:16][CH:15]=3)=[CH:8][CH:7]=1.[C:26]1([CH3:36])[CH:31]=[CH:30][C:29]([S:32](Cl)(=[O:34])=[O:33])=[CH:28][CH:27]=1.CN(C1C=CC=CN=1)C.C(N(CC)CC)C. The catalyst is ClCCl. The product is [CH3:22][C:21]1[C:20](=[O:23])[C:19]2[C:14](=[CH:15][CH:16]=[CH:17][CH:18]=2)[O:13][C:12]=1[NH:11][CH2:10][C:9]1[CH:8]=[CH:7][C:6]([CH2:5][CH2:4][CH2:3][CH2:2][O:1][S:32]([C:29]2[CH:30]=[CH:31][C:26]([CH3:36])=[CH:27][CH:28]=2)(=[O:34])=[O:33])=[CH:25][CH:24]=1. The yield is 0.310. (7) The reactants are [F:1][C:2]1[CH:7]=[C:6]([NH:8][C:9]2[NH:13][N:12]=[C:11]([NH2:14])[N:10]=2)[CH:5]=[C:4]([C:15]([F:18])([F:17])[F:16])[C:3]=1[C:19]1[CH:24]=[CH:23][C:22](S(C)(=O)=O)=[CH:21][CH:20]=1.CC1(C)C(C)(C)OB(C2C=C[C:40]([S:43](C)(=[O:45])=[O:44])=CC=2)O1. No catalyst specified. The product is [F:1][C:2]1[CH:7]=[C:6]([NH:8][C:9]2[NH:13][N:12]=[C:11]([NH2:14])[N:10]=2)[CH:5]=[C:4]([C:15]([F:16])([F:17])[F:18])[C:3]=1[C:19]1[CH:24]=[CH:23][CH:22]=[C:21]([S:43]([CH3:40])(=[O:45])=[O:44])[CH:20]=1. The yield is 0.110.